From a dataset of NCI-60 drug combinations with 297,098 pairs across 59 cell lines. Regression. Given two drug SMILES strings and cell line genomic features, predict the synergy score measuring deviation from expected non-interaction effect. (1) Cell line: OVCAR3. Synergy scores: CSS=2.33, Synergy_ZIP=8.44, Synergy_Bliss=11.2, Synergy_Loewe=-12.5, Synergy_HSA=-2.73. Drug 1: CN1C2=C(C=C(C=C2)N(CCCl)CCCl)N=C1CCCC(=O)O.Cl. Drug 2: CN(CCCl)CCCl.Cl. (2) Drug 1: CC12CCC(CC1=CCC3C2CCC4(C3CC=C4C5=CN=CC=C5)C)O. Drug 2: CC1C(C(=O)NC(C(=O)N2CCCC2C(=O)N(CC(=O)N(C(C(=O)O1)C(C)C)C)C)C(C)C)NC(=O)C3=C4C(=C(C=C3)C)OC5=C(C(=O)C(=C(C5=N4)C(=O)NC6C(OC(=O)C(N(C(=O)CN(C(=O)C7CCCN7C(=O)C(NC6=O)C(C)C)C)C)C(C)C)C)N)C. Cell line: HT29. Synergy scores: CSS=39.9, Synergy_ZIP=16.4, Synergy_Bliss=19.3, Synergy_Loewe=16.4, Synergy_HSA=18.1. (3) Drug 1: CC12CCC(CC1=CCC3C2CCC4(C3CC=C4C5=CN=CC=C5)C)O. Drug 2: CS(=O)(=O)C1=CC(=C(C=C1)C(=O)NC2=CC(=C(C=C2)Cl)C3=CC=CC=N3)Cl. Cell line: MALME-3M. Synergy scores: CSS=9.95, Synergy_ZIP=-0.176, Synergy_Bliss=4.80, Synergy_Loewe=1.62, Synergy_HSA=3.07. (4) Drug 1: CN1CCC(CC1)COC2=C(C=C3C(=C2)N=CN=C3NC4=C(C=C(C=C4)Br)F)OC. Drug 2: CC1=C2C(C(=O)C3(C(CC4C(C3C(C(C2(C)C)(CC1OC(=O)C(C(C5=CC=CC=C5)NC(=O)C6=CC=CC=C6)O)O)OC(=O)C7=CC=CC=C7)(CO4)OC(=O)C)O)C)OC(=O)C. Cell line: MDA-MB-435. Synergy scores: CSS=62.7, Synergy_ZIP=11.7, Synergy_Bliss=10.3, Synergy_Loewe=-22.5, Synergy_HSA=8.57. (5) Drug 1: CC1=C(C=C(C=C1)NC2=NC=CC(=N2)N(C)C3=CC4=NN(C(=C4C=C3)C)C)S(=O)(=O)N.Cl. Drug 2: CS(=O)(=O)OCCCCOS(=O)(=O)C. Cell line: BT-549. Synergy scores: CSS=0.526, Synergy_ZIP=-0.768, Synergy_Bliss=0.586, Synergy_Loewe=-4.55, Synergy_HSA=-2.40. (6) Drug 1: C1=CC(=C2C(=C1NCCNCCO)C(=O)C3=C(C=CC(=C3C2=O)O)O)NCCNCCO. Drug 2: C(CCl)NC(=O)N(CCCl)N=O. Cell line: CAKI-1. Synergy scores: CSS=35.7, Synergy_ZIP=-4.29, Synergy_Bliss=-9.89, Synergy_Loewe=-56.7, Synergy_HSA=-9.61. (7) Drug 1: C1CC(C1)(C(=O)O)C(=O)O.[NH2-].[NH2-].[Pt+2]. Drug 2: CCN(CC)CCCC(C)NC1=C2C=C(C=CC2=NC3=C1C=CC(=C3)Cl)OC. Cell line: RXF 393. Synergy scores: CSS=8.82, Synergy_ZIP=-2.37, Synergy_Bliss=5.07, Synergy_Loewe=-3.07, Synergy_HSA=3.48.